The task is: Predict the reaction yield, written as a fraction of the theoretical maximum amount of product (1.0 means a 100% yield; for example, 0.34 means a 34% yield).. This data is from Reaction yield outcomes from USPTO patents with 853,638 reactions. (1) The reactants are [CH2:1]([O:19][CH:20]([CH2:28][CH3:29])[C:21]([O:23]C(C)(C)C)=[O:22])[CH2:2]/[CH:3]=[CH:4]\[CH2:5]/[CH:6]=[CH:7]\[CH2:8]/[CH:9]=[CH:10]\[CH2:11]/[CH:12]=[CH:13]\[CH2:14]/[CH:15]=[CH:16]\[CH2:17][CH3:18]. The catalyst is C(O)=O.C(OCC)C. The product is [CH2:1]([O:19][CH:20]([CH2:28][CH3:29])[C:21]([OH:23])=[O:22])[CH2:2]/[CH:3]=[CH:4]\[CH2:5]/[CH:6]=[CH:7]\[CH2:8]/[CH:9]=[CH:10]\[CH2:11]/[CH:12]=[CH:13]\[CH2:14]/[CH:15]=[CH:16]\[CH2:17][CH3:18]. The yield is 0.580. (2) The reactants are [CH3:1][O:2][C:3]1[N:8]=[CH:7][N:6]=[C:5]([NH:9][C:10](=[O:35])[C:11]2[CH:16]=[C:15]([CH2:17][C:18]3[C:19](=[O:30])[C:20]([O:28][CH3:29])=[C:21]([O:26][CH3:27])[C:22](=[O:25])[C:23]=3[CH3:24])[CH:14]=[CH:13][C:12]=2[O:31]C(=O)C)[CH:4]=1.C(=O)([O-])O.[Na+]. The catalyst is CO.O. The product is [CH3:1][O:2][C:3]1[N:8]=[CH:7][N:6]=[C:5]([NH:9][C:10](=[O:35])[C:11]2[CH:16]=[C:15]([CH2:17][C:18]3[C:19](=[O:30])[C:20]([O:28][CH3:29])=[C:21]([O:26][CH3:27])[C:22](=[O:25])[C:23]=3[CH3:24])[CH:14]=[CH:13][C:12]=2[OH:31])[CH:4]=1. The yield is 0.730. (3) The product is [Cl:1][C:2]1[CH:21]=[C:20]([Cl:22])[CH:19]=[CH:18][C:3]=1[CH2:4][N:5]1[C:9]([CH2:10][CH2:11][CH2:12][O:13][C:24]2[C:29]([O:30][CH3:31])=[CH:28][CH:27]=[CH:26][C:25]=2[CH2:32][C:33]([OH:35])=[O:34])=[CH:8][C:7]([O:14][CH2:15][CH2:16][CH3:17])=[N:6]1. The reactants are [Cl:1][C:2]1[CH:21]=[C:20]([Cl:22])[CH:19]=[CH:18][C:3]=1[CH2:4][N:5]1[C:9]([CH2:10][CH2:11][CH2:12][OH:13])=[CH:8][C:7]([O:14][CH2:15][CH2:16][CH3:17])=[N:6]1.O[C:24]1[C:29]([O:30][CH3:31])=[CH:28][CH:27]=[CH:26][C:25]=1[CH2:32][C:33]([O:35]C)=[O:34].C(P(CCCC)CCCC)CCC.N(C(N1CCCCC1)=O)=NC(N1CCCCC1)=O.O1CCCC1CO.[OH-].[Na+].Cl. The catalyst is O1CCCC1. The yield is 0.670. (4) The reactants are [OH:1][N:2]1[CH:6]=[CH:5][CH:4]=[N:3]1.[F:7][C:8]1[CH:15]=[CH:14][CH:13]=[C:12]([F:16])[C:9]=1[CH2:10]Br. The catalyst is C(Cl)(Cl)Cl. The product is [F:7][C:8]1[CH:15]=[CH:14][CH:13]=[C:12]([F:16])[C:9]=1[CH2:10][N:3]1[CH2:4][CH:5]=[CH:6][N:2]1[OH:1]. The yield is 0.701. (5) The reactants are [CH3:1][C:2]1([CH3:10])[O:6][C@:5]([CH3:9])([CH:7]=O)[CH2:4][O:3]1.Cl.[NH2:12][OH:13].C([O-])([O-])=O.[Na+].[Na+]. The catalyst is O.CO. The product is [CH3:1][C:2]1([CH3:10])[O:6][C@:5]([CH3:9])([CH:7]=[N:12][OH:13])[CH2:4][O:3]1. The yield is 0.750.